This data is from Reaction yield outcomes from USPTO patents with 853,638 reactions. The task is: Predict the reaction yield, written as a fraction of the theoretical maximum amount of product (1.0 means a 100% yield; for example, 0.34 means a 34% yield). (1) The reactants are Br[C:2]1[CH:3]=[C:4]2[C:8](=[CH:9][CH:10]=1)[NH:7][C:6](=[O:11])[C:5]12[CH2:15][CH2:14][CH2:13][CH2:12]1.[C:16]([O:20][C:21]([N:23]1[CH:27]=[CH:26][CH:25]=[C:24]1B(O)O)=[O:22])([CH3:19])([CH3:18])[CH3:17].C(=O)([O-])[O-].[K+].[K+]. The catalyst is COCCOC.O.C1C=CC([P]([Pd]([P](C2C=CC=CC=2)(C2C=CC=CC=2)C2C=CC=CC=2)([P](C2C=CC=CC=2)(C2C=CC=CC=2)C2C=CC=CC=2)[P](C2C=CC=CC=2)(C2C=CC=CC=2)C2C=CC=CC=2)(C2C=CC=CC=2)C2C=CC=CC=2)=CC=1. The product is [O:11]=[C:6]1[C:5]2([CH2:15][CH2:14][CH2:13][CH2:12]2)[C:4]2[C:8](=[CH:9][CH:10]=[C:2]([C:24]3[N:23]([C:21]([O:20][C:16]([CH3:19])([CH3:18])[CH3:17])=[O:22])[CH:27]=[CH:26][CH:25]=3)[CH:3]=2)[NH:7]1. The yield is 0.830. (2) The reactants are CO[CH:3](OC)[N:4]([CH3:6])[CH3:5].[CH3:9][O:10][C:11]1[CH:16]=[CH:15][C:14]([NH:17][C:18](=[O:20])[CH3:19])=[CH:13][C:12]=1[C:21](=[O:23])[CH3:22]. The catalyst is C(O)C. The product is [CH3:6][N:4]([CH3:5])[CH:3]=[CH:22][C:21]([C:12]1[CH:13]=[C:14]([NH:17][C:18](=[O:20])[CH3:19])[CH:15]=[CH:16][C:11]=1[O:10][CH3:9])=[O:23]. The yield is 1.01. (3) The reactants are Cl[C:2]1[CH:7]=[C:6]([O:8][C:9]2[C:10]([CH3:16])=[N:11][C:12]([CH3:15])=[CH:13][CH:14]=2)[CH:5]=[CH:4][N:3]=1.[NH2:17][C:18]1[CH:19]=[C:20]([S:24]([NH2:27])(=[O:26])=[O:25])[CH:21]=[CH:22][CH:23]=1.CC1(C)C2C(=C(P(C3C=CC=CC=3)C3C=CC=CC=3)C=CC=2)OC2C(P(C3C=CC=CC=3)C3C=CC=CC=3)=CC=CC1=2.C([O-])([O-])=O.[Cs+].[Cs+]. The catalyst is CC(N(C)C)=O.CC([O-])=O.CC([O-])=O.[Pd+2]. The product is [CH3:16][C:10]1[C:9]([O:8][C:6]2[CH:5]=[CH:4][N:3]=[C:2]([NH:17][C:18]3[CH:19]=[C:20]([S:24]([NH2:27])(=[O:25])=[O:26])[CH:21]=[CH:22][CH:23]=3)[CH:7]=2)=[CH:14][CH:13]=[C:12]([CH3:15])[N:11]=1. The yield is 0.0317. (4) The reactants are [NH2:1][C:2]1[CH:14]=[CH:13][C:12]([C:15]2[CH:16]=[N:17][N:18]([CH2:20][CH2:21][CH2:22]O)[CH:19]=2)=[CH:11][C:3]=1[C:4]([N:6]([CH2:9]C)[CH2:7]C)=[O:5].NC1C=CC(Br)=C2C=1[C:32](=[O:34])N(C)C2.CC1(C)C(C)(C)OB(C2C=NN(CCCCO)C=2)O1. No catalyst specified. The product is [NH2:1][C:2]1[CH:14]=[CH:13][C:12]([C:15]2[CH:16]=[N:17][N:18]([CH2:20][CH2:21][CH2:22][CH2:32][OH:34])[CH:19]=2)=[C:11]2[C:3]=1[C:4](=[O:5])[N:6]([CH3:7])[CH2:9]2. The yield is 0.220. (5) The reactants are [CH2:1]([NH:3][C:4]1[N:9]=[C:8]([NH:10][CH:11]2[CH2:16][CH2:15][CH2:14][CH2:13][CH2:12]2)[C:7](I)=[C:6]([CH3:18])[N:5]=1)[CH3:2].[C:19]([O:23][CH2:24][CH3:25])(=[O:22])[CH:20]=[CH2:21].CCN(CC)CC. The product is [CH:11]1([NH:10][C:8]2[C:7](/[CH:21]=[CH:20]/[C:19]([O:23][CH2:24][CH3:25])=[O:22])=[C:6]([CH3:18])[N:5]=[C:4]([NH:3][CH2:1][CH3:2])[N:9]=2)[CH2:16][CH2:15][CH2:14][CH2:13][CH2:12]1. The catalyst is CC(N(C)C)=O.CC([O-])=O.CC([O-])=O.[Pd+2]. The yield is 0.670.